From a dataset of Full USPTO retrosynthesis dataset with 1.9M reactions from patents (1976-2016). Predict the reactants needed to synthesize the given product. (1) Given the product [CH3:1][N:2]([CH2:15][C:16]1[CH:21]=[CH:20][CH:19]=[CH:18][N:17]=1)[C:3]([C:5]1[S:13][C:12]2[C:7](=[N:8][CH:9]=[CH:10][C:11]=2[NH:32][C:28]2[CH:29]=[C:30]3[C:25](=[CH:26][CH:27]=2)[NH:24][C:23]([CH3:22])=[CH:31]3)[CH:6]=1)=[O:4], predict the reactants needed to synthesize it. The reactants are: [CH3:1][N:2]([CH2:15][C:16]1[CH:21]=[CH:20][CH:19]=[CH:18][N:17]=1)[C:3]([C:5]1[S:13][C:12]2[C:7](=[N:8][CH:9]=[CH:10][C:11]=2Cl)[CH:6]=1)=[O:4].[CH3:22][C:23]1[NH:24][C:25]2[C:30]([CH:31]=1)=[CH:29][C:28]([NH2:32])=[CH:27][CH:26]=2. (2) Given the product [Br:1][C:2]1[CH:3]=[C:4]2[C:9](=[CH:10][CH:11]=1)[C:8](=[O:12])[NH:7][C:6](=[O:13])/[C:5]/2=[CH:14]\[NH:25][C:22]1[CH:23]=[CH:24][C:19]([N:18]([CH3:17])[CH2:26][CH2:27][N:28]2[CH2:33][CH2:32][CH2:31][CH2:30][CH2:29]2)=[CH:20][CH:21]=1, predict the reactants needed to synthesize it. The reactants are: [Br:1][C:2]1[CH:3]=[C:4]2[C:9](=[CH:10][CH:11]=1)[C:8](=[O:12])[NH:7][C:6](=[O:13])/[C:5]/2=[CH:14]/OC.[CH3:17][N:18]([CH2:26][CH2:27][N:28]1[CH2:33][CH2:32][CH2:31][CH2:30][CH2:29]1)[C:19]1[CH:24]=[CH:23][C:22]([NH2:25])=[CH:21][CH:20]=1.C(O)(C(F)(F)F)=O.C(N(CC)CC)C.